This data is from Peptide-MHC class II binding affinity with 134,281 pairs from IEDB. The task is: Regression. Given a peptide amino acid sequence and an MHC pseudo amino acid sequence, predict their binding affinity value. This is MHC class II binding data. (1) The peptide sequence is GTKTPVSPGEMRLRD. The MHC is DRB1_0901 with pseudo-sequence DRB1_0901. The binding affinity (normalized) is 0.226. (2) The peptide sequence is SQDLEASWNLNGLQAY. The MHC is HLA-DQA10301-DQB10302 with pseudo-sequence HLA-DQA10301-DQB10302. The binding affinity (normalized) is 0.533.